This data is from NCI-60 drug combinations with 297,098 pairs across 59 cell lines. The task is: Regression. Given two drug SMILES strings and cell line genomic features, predict the synergy score measuring deviation from expected non-interaction effect. Drug 1: CC(CN1CC(=O)NC(=O)C1)N2CC(=O)NC(=O)C2. Drug 2: C1=CC(=CC=C1CC(C(=O)O)N)N(CCCl)CCCl.Cl. Cell line: HT29. Synergy scores: CSS=40.3, Synergy_ZIP=-5.22, Synergy_Bliss=0.185, Synergy_Loewe=-0.980, Synergy_HSA=-0.330.